From a dataset of Forward reaction prediction with 1.9M reactions from USPTO patents (1976-2016). Predict the product of the given reaction. (1) Given the reactants [N:1]1[C:5]2[CH:6]=[CH:7][CH:8]=[CH:9][C:4]=2[NH:3][C:2]=1[CH2:10][O:11][C:12]1[CH:17]=[CH:16][C:15]([Cl:18])=[CH:14][CH:13]=1.C([O-])([O-])=O.[K+].[K+].[CH3:25][CH:26]([CH3:29])[CH2:27]Br, predict the reaction product. The product is: [CH3:25][CH:26]([CH3:29])[CH2:27][N:1]1[C:5]2[CH:6]=[CH:7][CH:8]=[CH:9][C:4]=2[N:3]=[C:2]1[CH2:10][O:11][C:12]1[CH:17]=[CH:16][C:15]([Cl:18])=[CH:14][CH:13]=1. (2) Given the reactants [F:1][C:2]1[CH:10]=[C:9]2[C:5]([C:6]([C:20]3[CH:21]=[C:22](N)[C:23]([NH2:26])=[CH:24][CH:25]=3)=[CH:7][N:8]2[S:11]([C:14]2[CH:19]=[CH:18][CH:17]=[CH:16][CH:15]=2)(=[O:13])=[O:12])=[CH:4][CH:3]=1.C[C:29]1(C)[C:33](C)([CH3:34])OB(C2C=CC3N=C(C=C)OC=3C=2)[O:30]1.FC1C=C2C(C(I)=CN2S(C2C=CC=CC=2)(=O)=O)=CC=1, predict the reaction product. The product is: [F:1][C:2]1[CH:10]=[C:9]2[C:5]([C:6]([C:20]3[CH:25]=[CH:24][C:23]4[N:26]=[C:29]([CH:33]=[CH2:34])[O:30][C:22]=4[CH:21]=3)=[CH:7][N:8]2[S:11]([C:14]2[CH:19]=[CH:18][CH:17]=[CH:16][CH:15]=2)(=[O:13])=[O:12])=[CH:4][CH:3]=1. (3) Given the reactants [C:1](N1C=CN=C1)([N:3]1C=CN=[CH:4]1)=O.[CH3:13][C:14]1[CH:15]=[C:16]([CH:20]=[C:21]([CH3:26])[C:22]=1[N+:23]([O-:25])=[O:24])[C:17](O)=[O:18].CNC, predict the reaction product. The product is: [CH3:1][N:3]([CH3:4])[C:17](=[O:18])[C:16]1[CH:15]=[C:14]([CH3:13])[C:22]([N+:23]([O-:25])=[O:24])=[C:21]([CH3:26])[CH:20]=1. (4) Given the reactants [CH2:1]=[CH:2][CH2:3][CH3:4].[CH3:5]/[CH:6]=[CH:7]\[CH3:8].[CH3:9]/[CH:10]=C/C.C=C(C)C.C=CC=C.CCCC, predict the reaction product. The product is: [CH:2]([C:6]1[CH:5]=[CH:10][CH:9]=[CH:8][CH:7]=1)([CH2:3][CH3:4])[CH3:1]. (5) Given the reactants [OH:1][C:2]1[N:7]2[N:8]=[CH:9][C:10]([CH2:11][CH2:12][CH2:13][CH2:14][C:15]#[N:16])=[C:6]2[N:5]=[C:4]([SH:17])[N:3]=1.[CH2:18](Br)[C:19]1[CH:24]=[CH:23][CH:22]=[CH:21][CH:20]=1.CCN(C(C)C)C(C)C, predict the reaction product. The product is: [CH2:18]([S:17][C:4]1[N:3]=[C:2]([OH:1])[N:7]2[N:8]=[CH:9][C:10]([CH2:11][CH2:12][CH2:13][CH2:14][C:15]#[N:16])=[C:6]2[N:5]=1)[C:19]1[CH:24]=[CH:23][CH:22]=[CH:21][CH:20]=1. (6) Given the reactants [C:1]([O:5][C:6]([N:8]([CH2:21][C@@H:22]1[C@@H:26]([C:27]2[CH:32]=[CH:31][CH:30]=[CH:29][CH:28]=2)[CH2:25][N:24]([CH2:33][C:34]2[CH:43]=[CH:42][C:37]([C:38]([O:40]C)=[O:39])=[CH:36][CH:35]=2)[CH2:23]1)[C@@H:9]([C:11]1[C:20]2[C:15](=[CH:16][CH:17]=[CH:18][CH:19]=2)[CH:14]=[CH:13][CH:12]=1)[CH3:10])=[O:7])([CH3:4])([CH3:3])[CH3:2].[OH-].[Na+], predict the reaction product. The product is: [C:1]([O:5][C:6]([N:8]([CH2:21][C@@H:22]1[C@@H:26]([C:27]2[CH:28]=[CH:29][CH:30]=[CH:31][CH:32]=2)[CH2:25][N:24]([CH2:33][C:34]2[CH:43]=[CH:42][C:37]([C:38]([OH:40])=[O:39])=[CH:36][CH:35]=2)[CH2:23]1)[C@@H:9]([C:11]1[C:20]2[C:15](=[CH:16][CH:17]=[CH:18][CH:19]=2)[CH:14]=[CH:13][CH:12]=1)[CH3:10])=[O:7])([CH3:2])([CH3:3])[CH3:4].